Dataset: Full USPTO retrosynthesis dataset with 1.9M reactions from patents (1976-2016). Task: Predict the reactants needed to synthesize the given product. (1) The reactants are: [C:1]([N:4]1[C:13]2[C:8](=[CH:9][CH:10]=[CH:11][CH:12]=2)[N:7](C(OC(C)(C)C)=O)[CH2:6][C@@H:5]1[CH3:21])(=[O:3])[CH3:2].Cl. Given the product [CH3:21][C@H:5]1[CH2:6][NH:7][C:8]2[C:13](=[CH:12][CH:11]=[CH:10][CH:9]=2)[N:4]1[C:1](=[O:3])[CH3:2], predict the reactants needed to synthesize it. (2) Given the product [CH3:9][N:10]([CH3:11])/[CH:12]=[C:6](/[C:2]1[S:1][CH:5]=[CH:4][N:3]=1)\[C:7]#[N:8], predict the reactants needed to synthesize it. The reactants are: [S:1]1[CH:5]=[CH:4][N:3]=[C:2]1[CH2:6][C:7]#[N:8].[CH3:9][N:10]([CH:12](OC)OC)[CH3:11]. (3) The reactants are: [Br:1][C:2]1[C:11]2[C:6](=[CH:7][C:8]([C:12]3[N:13]=[C:14]([C:17]4[CH:22]=[CH:21][CH:20]=[CH:19][CH:18]=4)[S:15][CH:16]=3)=[CH:9][CH:10]=2)[CH:5]=[CH:4][C:3]=1[OH:23].Br[CH2:25][C:26]([O:28][CH3:29])=[O:27].C(=O)([O-])[O-].[Cs+].[Cs+]. Given the product [Br:1][C:2]1[C:11]2[C:6](=[CH:7][C:8]([C:12]3[N:13]=[C:14]([C:17]4[CH:22]=[CH:21][CH:20]=[CH:19][CH:18]=4)[S:15][CH:16]=3)=[CH:9][CH:10]=2)[CH:5]=[CH:4][C:3]=1[O:23][CH2:25][C:26]([O:28][CH3:29])=[O:27], predict the reactants needed to synthesize it. (4) The reactants are: Br[C:2]1[CH:7]=[CH:6][C:5]([S:8]([N:11]2[CH2:25][CH2:24][C:14]3([O:19][CH2:18][C:17](=[O:20])[N:16]([CH:21]4[CH2:23][CH2:22]4)[CH2:15]3)[CH2:13][CH:12]2[CH3:26])(=[O:10])=[O:9])=[CH:4][CH:3]=1.CC1(C)C(C)(C)OB([C:35]2[CH:44]=[C:43]3[C:38]([CH:39]=[CH:40][CH:41]=[N:42]3)=[CH:37][CH:36]=2)O1.C([O-])([O-])=O.[Cs+].[Cs+]. Given the product [CH:21]1([N:16]2[CH2:15][C:14]3([CH2:24][CH2:25][N:11]([S:8]([C:5]4[CH:6]=[CH:7][C:2]([C:35]5[CH:44]=[C:43]6[C:38]([CH:39]=[CH:40][CH:41]=[N:42]6)=[CH:37][CH:36]=5)=[CH:3][CH:4]=4)(=[O:10])=[O:9])[CH:12]([CH3:26])[CH2:13]3)[O:19][CH2:18][C:17]2=[O:20])[CH2:23][CH2:22]1, predict the reactants needed to synthesize it. (5) Given the product [Cl:1][C:2]1[CH:7]=[CH:6][C:5]([C@H:8]2[C@H:13]([OH:14])[C@@H:12]([OH:15])[C@H:11]([OH:16])[C@@H:10]([S:17]([CH2:20][CH3:21])=[O:18])[O:9]2)=[CH:4][C:3]=1[CH2:22][C:23]1[CH:24]=[CH:25][C:26]([O:29][CH2:30][CH3:31])=[CH:27][CH:28]=1, predict the reactants needed to synthesize it. The reactants are: [Cl:1][C:2]1[CH:7]=[CH:6][C:5]([C@H:8]2[C@H:13]([OH:14])[C@@H:12]([OH:15])[C@H:11]([OH:16])[C@@H:10]([S:17]([CH2:20][CH3:21])(=O)=[O:18])[O:9]2)=[CH:4][C:3]=1[CH2:22][C:23]1[CH:28]=[CH:27][C:26]([O:29][CH2:30][CH3:31])=[CH:25][CH:24]=1.ClC1C=CC([C@H]2[C@H](O)[C@@H](O)[C@H](O)[C@@H](SCC)O2)=CC=1CC1C=CC(OCC)=CC=1.OO. (6) Given the product [CH:6]([C:5]1[CH:8]=[CH:9][C:2]([C:17]#[C:16][CH2:15][CH2:14][C:13]([O:19][CH3:20])=[O:18])=[CH:3][C:4]=1[N+:10]([O-:12])=[O:11])=[O:7], predict the reactants needed to synthesize it. The reactants are: Br[C:2]1[CH:9]=[CH:8][C:5]([CH:6]=[O:7])=[C:4]([N+:10]([O-:12])=[O:11])[CH:3]=1.[C:13]([O:19][CH3:20])(=[O:18])[CH2:14][CH2:15][C:16]#[CH:17]. (7) Given the product [CH:1]1([S:4]([C:7]2[CH:12]=[CH:11][C:10]([CH:13]([C:21]3[NH:25][C:24]([C:26]4[S:27][CH:28]=[C:29]([CH:31]([OH:32])[CH2:35][OH:34])[N:30]=4)=[CH:23][CH:22]=3)[CH2:14][CH:15]3[CH2:20][CH2:19][O:18][CH2:17][CH2:16]3)=[CH:9][CH:8]=2)(=[O:5])=[O:6])[CH2:3][CH2:2]1, predict the reactants needed to synthesize it. The reactants are: [CH:1]1([S:4]([C:7]2[CH:12]=[CH:11][C:10]([CH:13]([C:21]3[NH:25][C:24]([C:26]4[S:27][CH:28]=[C:29]([CH:31]5[CH2:35][O:34]C(C)(C)[O:32]5)[N:30]=4)=[CH:23][CH:22]=3)[CH2:14][CH:15]3[CH2:20][CH2:19][O:18][CH2:17][CH2:16]3)=[CH:9][CH:8]=2)(=[O:6])=[O:5])[CH2:3][CH2:2]1.Cl.C(=O)([O-])O.[Na+]. (8) The reactants are: [N:1]([C:4]1[C:5]2[N:6]([C:20]([N:23]3[CH2:28][CH2:27][O:26][CH2:25][CH2:24]3)=[CH:21][N:22]=2)[CH:7]=[C:8]([C:12]2[CH:17]=[CH:16][C:15]([Cl:18])=[CH:14][C:13]=2[Cl:19])[C:9]=1[C:10]#[N:11])=[N+]=[N-].C1(P(C2C=CC=CC=2)C2C=CC=CC=2)C=CC=CC=1.Cl. Given the product [NH2:1][C:4]1[C:5]2[N:6]([C:20]([N:23]3[CH2:24][CH2:25][O:26][CH2:27][CH2:28]3)=[CH:21][N:22]=2)[CH:7]=[C:8]([C:12]2[CH:17]=[CH:16][C:15]([Cl:18])=[CH:14][C:13]=2[Cl:19])[C:9]=1[C:10]#[N:11], predict the reactants needed to synthesize it.